Task: Predict the reactants needed to synthesize the given product.. Dataset: Full USPTO retrosynthesis dataset with 1.9M reactions from patents (1976-2016) (1) Given the product [CH2:1]([N:8]1[C:16]([Br:24])=[N:15][C:14]2[C:9]1=[N:10][C:11]([Cl:18])=[N:12][C:13]=2[NH2:17])[C:2]1[CH:3]=[CH:4][CH:5]=[CH:6][CH:7]=1, predict the reactants needed to synthesize it. The reactants are: [CH2:1]([N:8]1[CH:16]=[N:15][C:14]2[C:9]1=[N:10][C:11]([Cl:18])=[N:12][C:13]=2[NH2:17])[C:2]1[CH:7]=[CH:6][CH:5]=[CH:4][CH:3]=1.C([O-])(=O)C.[Na+].[Br:24]Br.[O-]S([O-])(=S)=O.[Na+].[Na+].[OH-].[Na+]. (2) Given the product [Cl:1][C:2]1[CH:3]=[C:4]([CH:9]2[CH2:10][N:11]([C:16]([CH:18]3[CH2:19][CH2:20][N:21]([C:24]([C:26]4([CH3:29])[CH2:27][CH2:28]4)=[O:25])[CH2:22][CH2:23]3)=[O:17])[CH2:12][CH:13]2[N:14]([CH3:15])[C:42]([C:37]2([C:34]3[CH:33]=[CH:32][C:31]([F:30])=[CH:36][CH:35]=3)[CH2:38][CH2:39][CH2:40][CH2:41]2)=[O:44])[CH:5]=[CH:6][C:7]=1[Cl:8], predict the reactants needed to synthesize it. The reactants are: [Cl:1][C:2]1[CH:3]=[C:4]([CH:9]2[CH:13]([NH:14][CH3:15])[CH2:12][N:11]([C:16]([CH:18]3[CH2:23][CH2:22][N:21]([C:24]([C:26]4([CH3:29])[CH2:28][CH2:27]4)=[O:25])[CH2:20][CH2:19]3)=[O:17])[CH2:10]2)[CH:5]=[CH:6][C:7]=1[Cl:8].[F:30][C:31]1[CH:36]=[CH:35][C:34]([C:37]2([C:42]([OH:44])=O)[CH2:41][CH2:40][CH2:39][CH2:38]2)=[CH:33][CH:32]=1. (3) Given the product [C:1]([N:4]1[CH2:5][CH2:6][CH:7]([C:10]([N:12]2[CH2:17][CH2:16][C@@H:15]([N:18]([CH3:19])[C:33](=[O:35])[C:32]3[CH:36]=[CH:37][C:29]([F:28])=[C:30]([C:38]([F:41])([F:40])[F:39])[CH:31]=3)[C@H:14]([C:20]3[CH:25]=[CH:24][C:23]([Cl:26])=[C:22]([Cl:27])[CH:21]=3)[CH2:13]2)=[O:11])[CH2:8][CH2:9]1)(=[O:3])[CH3:2], predict the reactants needed to synthesize it. The reactants are: [C:1]([N:4]1[CH2:9][CH2:8][CH:7]([C:10]([N:12]2[CH2:17][CH2:16][C@@H:15]([NH:18][CH3:19])[C@H:14]([C:20]3[CH:25]=[CH:24][C:23]([Cl:26])=[C:22]([Cl:27])[CH:21]=3)[CH2:13]2)=[O:11])[CH2:6][CH2:5]1)(=[O:3])[CH3:2].[F:28][C:29]1[CH:37]=[CH:36][C:32]([C:33]([OH:35])=O)=[CH:31][C:30]=1[C:38]([F:41])([F:40])[F:39].